From a dataset of Catalyst prediction with 721,799 reactions and 888 catalyst types from USPTO. Predict which catalyst facilitates the given reaction. (1) Reactant: [N:1]1[C:10]2[C:5](=[CH:6][N:7]=[CH:8][CH:9]=2)[CH:4]=[CH:3][C:2]=1[C:11]([OH:13])=O.O.ON1C2C=CC=CC=2N=N1.[F:25][C:26]1[CH:33]=[CH:32][CH:31]=[CH:30][C:27]=1[CH2:28][NH2:29].CCCCCC.C(OCC)(=O)C. Product: [F:25][C:26]1[CH:33]=[CH:32][CH:31]=[CH:30][C:27]=1[CH2:28][NH:29][C:11]([C:2]1[CH:3]=[CH:4][C:5]2[C:10](=[CH:9][CH:8]=[N:7][CH:6]=2)[N:1]=1)=[O:13]. The catalyst class is: 39. (2) Reactant: [F:1][C:2]1[C:9]([F:10])=[C:8](F)[CH:7]=[CH:6][C:3]=1[C:4]#[N:5].[C:12]([O:16][C:17]([CH3:20])([CH3:19])[CH3:18])(=[O:15])[NH:13][NH2:14].CCN(C(C)C)C(C)C. Product: [C:17]([O:16][C:12]([NH:13][NH:14][C:8]1[CH:7]=[CH:6][C:3]([C:4]#[N:5])=[C:2]([F:1])[C:9]=1[F:10])=[O:15])([CH3:20])([CH3:19])[CH3:18]. The catalyst class is: 12. (3) Reactant: [OH:1]/[N:2]=[C:3]1\[CH2:4][N:5](C(OC(C)(C)C)=O)[CH2:6][C@H:7]\1[CH2:8][NH:9][C:10]([O:12][CH2:13][C:14]1[CH:19]=[CH:18][CH:17]=[CH:16][CH:15]=1)=[O:11].[ClH:27].O1CCOCC1. Product: [ClH:27].[OH:1]/[N:2]=[C:3]1/[C@H:7]([CH2:8][NH:9][C:10](=[O:11])[O:12][CH2:13][C:14]2[CH:19]=[CH:18][CH:17]=[CH:16][CH:15]=2)[CH2:6][NH:5][CH2:4]/1. The catalyst class is: 2. (4) Reactant: [NH2:1][C@@H:2]1[CH2:6][S:5](=[O:8])(=[O:7])[CH2:4][C@H:3]1[C:9]([N:11]1[CH2:16][CH2:15][CH2:14][C@@H:13]([CH2:17][C:18]2[CH:23]=[CH:22][C:21]([F:24])=[CH:20][CH:19]=2)[CH2:12]1)=[O:10].C1([O:31][C:32](=O)[NH:33][C:34]2[S:35][C:36]([C:40](=[O:42])[CH3:41])=[C:37]([CH3:39])[N:38]=2)C=CC=CC=1.C(N(CC)CC)C. Product: [C:40]([C:36]1[S:35][C:34]([NH:33][C:32]([NH:1][C@@H:2]2[C@@H:3]([C:9]([N:11]3[CH2:16][CH2:15][CH2:14][C@@H:13]([CH2:17][C:18]4[CH:23]=[CH:22][C:21]([F:24])=[CH:20][CH:19]=4)[CH2:12]3)=[O:10])[CH2:4][S:5](=[O:7])(=[O:8])[CH2:6]2)=[O:31])=[N:38][C:37]=1[CH3:39])(=[O:42])[CH3:41]. The catalyst class is: 9. (5) Reactant: [C:1]1([N:7]([C:27]2[CH:32]=[CH:31][CH:30]=[CH:29][CH:28]=2)[C:8]2[CH:13]=[CH:12][C:11]([C:14]3[CH:19]=[CH:18][C:17]([C:20]4[CH:25]=[CH:24][N:23]=[C:22]([NH2:26])[N:21]=4)=[CH:16][CH:15]=3)=[CH:10][CH:9]=2)[CH:6]=[CH:5][CH:4]=[CH:3][CH:2]=1.[OH-].[Na+].[CH2:35](Br)[C:36]1[CH:41]=[CH:40][CH:39]=[CH:38][CH:37]=1.O. Product: [C:27]1([N:7]([C:1]2[CH:2]=[CH:3][CH:4]=[CH:5][CH:6]=2)[C:8]2[CH:9]=[CH:10][C:11]([C:14]3[CH:19]=[CH:18][C:17]([C:20]4[CH:25]=[CH:24][N:23]=[C:22]([N:26]([CH2:14][C:11]5[CH:12]=[CH:13][CH:8]=[CH:9][CH:10]=5)[CH2:35][C:36]5[CH:41]=[CH:40][CH:39]=[CH:38][CH:37]=5)[N:21]=4)=[CH:16][CH:15]=3)=[CH:12][CH:13]=2)[CH:28]=[CH:29][CH:30]=[CH:31][CH:32]=1. The catalyst class is: 16. (6) The catalyst class is: 2. Product: [Cl:5][C:6]1[CH:7]=[CH:8][C:9]([O:17][CH2:18][C:19]2[CH:24]=[CH:23][C:22]([Cl:25])=[CH:21][C:20]=2[F:26])=[C:10]([CH:16]=1)[CH2:11][N:12]1[CH2:13][CH2:14][O:15][S:2]1=[O:1]. Reactant: [O:1]=[S:2](Cl)Cl.[Cl:5][C:6]1[CH:7]=[CH:8][C:9]([O:17][CH2:18][C:19]2[CH:24]=[CH:23][C:22]([Cl:25])=[CH:21][C:20]=2[F:26])=[C:10]([CH:16]=1)[CH2:11][NH:12][CH2:13][CH2:14][OH:15].N1C=CN=C1.